Dataset: Catalyst prediction with 721,799 reactions and 888 catalyst types from USPTO. Task: Predict which catalyst facilitates the given reaction. (1) Reactant: CS(C)=O.C(Cl)(=O)C(Cl)=O.[CH2:11]([O:18][C:19]([C@H:21]1[CH2:26][CH2:25][N:24]([C:27]([O:29][C:30]([CH3:33])([CH3:32])[CH3:31])=[O:28])[CH2:23][C@@H:22]1[CH2:34][OH:35])=[O:20])[C:12]1[CH:17]=[CH:16][CH:15]=[CH:14][CH:13]=1.C(N(CC)CC)C. The catalyst class is: 2. Product: [CH2:11]([O:18][C:19]([C@H:21]1[CH2:26][CH2:25][N:24]([C:27]([O:29][C:30]([CH3:31])([CH3:32])[CH3:33])=[O:28])[CH2:23][C@@H:22]1[CH:34]=[O:35])=[O:20])[C:12]1[CH:17]=[CH:16][CH:15]=[CH:14][CH:13]=1. (2) Reactant: Br[C:2]1[CH:3]=[C:4]([CH:26]=[CH:27][N:28]=1)[C:5]([NH:7][C:8]1[O:9][C:10]2[C:16]([C:17]3[CH:22]=[CH:21][C:20]([F:23])=[CH:19][CH:18]=3)=[CH:15][CH:14]=[C:13]([O:24][CH3:25])[C:11]=2[N:12]=1)=[O:6].C(=O)([O-])[O-].[Cs+].[Cs+].[NH:35]1[CH2:40][CH2:39][O:38][CH2:37][CH2:36]1. Product: [F:23][C:20]1[CH:21]=[CH:22][C:17]([C:16]2[C:10]3[O:9][C:8]([NH:7][C:5](=[O:6])[C:4]4[CH:26]=[CH:27][N:28]=[C:2]([N:35]5[CH2:40][CH2:39][O:38][CH2:37][CH2:36]5)[CH:3]=4)=[N:12][C:11]=3[C:13]([O:24][CH3:25])=[CH:14][CH:15]=2)=[CH:18][CH:19]=1. The catalyst class is: 37. (3) Reactant: [F:1][C:2]([F:49])([F:48])[C:3]1[CH:4]=[C:5]([C@H:13]2[O:17][C:16](=[O:18])[N:15]([CH2:19][C:20]3[CH:42]=[C:41]([C:43]([F:46])([F:45])[F:44])[CH:40]=[CH:39][C:21]=3[CH2:22][N:23]([CH2:26][C@H:27]3[CH2:32][CH2:31][C@H:30]([CH2:33][C:34]([O:36]CC)=[O:35])[CH2:29][CH2:28]3)[CH2:24][CH3:25])[C@H:14]2[CH3:47])[CH:6]=[C:7]([C:9]([F:12])([F:11])[F:10])[CH:8]=1.[OH-].[K+].CO. Product: [F:12][C:9]([F:10])([F:11])[C:7]1[CH:6]=[C:5]([C@H:13]2[O:17][C:16](=[O:18])[N:15]([CH2:19][C:20]3[CH:42]=[C:41]([C:43]([F:44])([F:45])[F:46])[CH:40]=[CH:39][C:21]=3[CH2:22][N:23]([CH2:26][C@H:27]3[CH2:28][CH2:29][C@H:30]([CH2:33][C:34]([OH:36])=[O:35])[CH2:31][CH2:32]3)[CH2:24][CH3:25])[C@H:14]2[CH3:47])[CH:4]=[C:3]([C:2]([F:1])([F:49])[F:48])[CH:8]=1. The catalyst class is: 88. (4) Reactant: C(O[C:4](=[O:23])[CH2:5][N:6]1[CH2:10][CH2:9][N:8]([C:11]2[S:12][C:13]([C:17]([O:19][CH2:20][CH3:21])=[O:18])=[C:14]([CH3:16])[N:15]=2)[C:7]1=[O:22])C.[F:24][C:25]1[CH:32]=[CH:31][C:28]([CH2:29][NH2:30])=[CH:27][CH:26]=1.[C-]#N.[Na+]. Product: [F:24][C:25]1[CH:32]=[CH:31][C:28]([CH2:29][NH:30][C:4](=[O:23])[CH2:5][N:6]2[CH2:10][CH2:9][N:8]([C:11]3[S:12][C:13]([C:17]([O:19][CH2:20][CH3:21])=[O:18])=[C:14]([CH3:16])[N:15]=3)[C:7]2=[O:22])=[CH:27][CH:26]=1. The catalyst class is: 4. (5) Reactant: [NH2:1][C:2]1[CH:3]=[C:4]([CH3:17])[CH:5]=[C:6]2[C:10]=1[NH:9][C:8]([C:11]1[CH:16]=[CH:15][CH:14]=[CH:13][N:12]=1)=[CH:7]2.CCN(CC)CC.[C:25](Cl)(=[O:32])[C:26]1[CH:31]=[CH:30][CH:29]=[CH:28][CH:27]=1. The catalyst class is: 46. Product: [CH3:17][C:4]1[CH:5]=[C:6]2[C:10](=[C:2]([NH:1][C:25](=[O:32])[C:26]3[CH:31]=[CH:30][CH:29]=[CH:28][CH:27]=3)[CH:3]=1)[NH:9][C:8]([C:11]1[CH:16]=[CH:15][CH:14]=[CH:13][N:12]=1)=[CH:7]2.